Dataset: Full USPTO retrosynthesis dataset with 1.9M reactions from patents (1976-2016). Task: Predict the reactants needed to synthesize the given product. (1) Given the product [CH2:1]1[C:9]2[C:4](=[CH:5][CH:6]=[CH:7][CH:8]=2)[CH2:3][CH:2]1[C@H:10]1[NH:15][C:14](=[O:16])[C@@H:13]([CH:17]([CH2:20][CH3:21])[CH2:18][CH3:19])[N:12]([CH2:22][C:23]2[CH:28]=[CH:27][CH:26]=[CH:25][C:24]=2[C:29]([NH:31][CH:32]2[CH2:37][CH2:36][NH:35][CH2:34][CH2:33]2)=[O:30])[C:11]1=[O:45], predict the reactants needed to synthesize it. The reactants are: [CH2:1]1[C:9]2[C:4](=[CH:5][CH:6]=[CH:7][CH:8]=2)[CH2:3][CH:2]1[C@H:10]1[NH:15][C:14](=[O:16])[C@@H:13]([CH:17]([CH2:20][CH3:21])[CH2:18][CH3:19])[N:12]([CH2:22][C:23]2[CH:28]=[CH:27][CH:26]=[CH:25][C:24]=2[C:29]([NH:31][CH:32]2[CH2:37][CH2:36][N:35](C(OC(C)(C)C)=O)[CH2:34][CH2:33]2)=[O:30])[C:11]1=[O:45].Cl.O1CCOCC1. (2) Given the product [NH2:26][C:22]1[N:23]=[CH:24][N:25]=[C:20]([NH:1][C@H:2]([C:4]2[N:13]([CH:14]3[CH2:16][CH2:15]3)[C:12](=[O:17])[C:11]3[C:6](=[CH:7][CH:8]=[CH:9][C:10]=3[Cl:18])[N:5]=2)[CH3:3])[C:21]=1[C:27]1[O:31][N:30]=[C:29]([CH:32]([CH3:34])[CH3:33])[N:28]=1, predict the reactants needed to synthesize it. The reactants are: [NH2:1][C@H:2]([C:4]1[N:13]([CH:14]2[CH2:16][CH2:15]2)[C:12](=[O:17])[C:11]2[C:6](=[CH:7][CH:8]=[CH:9][C:10]=2[Cl:18])[N:5]=1)[CH3:3].Cl[C:20]1[N:25]=[CH:24][N:23]=[C:22]([NH2:26])[C:21]=1[C:27]1[O:31][N:30]=[C:29]([CH:32]([CH3:34])[CH3:33])[N:28]=1.CCN(C(C)C)C(C)C.CCOC(C)=O. (3) Given the product [CH2:1]([O:21][C:22]1[CH:23]=[CH:24][C:25]2[CH:26]([CH3:34])[CH:27]3[CH2:31][NH:30][CH2:29][CH:28]3[C:32]=2[CH:33]=1)[C:2]1[CH:7]=[CH:6][CH:5]=[CH:4][CH:3]=1, predict the reactants needed to synthesize it. The reactants are: [CH2:1](Br)[C:2]1[CH:7]=[CH:6][CH:5]=[CH:4][CH:3]=1.C([O-])([O-])=O.[K+].[K+].C(NC(=O)[O-])C.[OH:21][C:22]1[CH:23]=[CH:24][C:25]2[CH:26]([CH3:34])[CH:27]3[CH2:31][NH:30][CH2:29][CH:28]3[C:32]=2[CH:33]=1. (4) Given the product [Cl:12][CH2:13][CH2:14][CH2:15][C:16]([N:9]([O:10][CH3:11])[CH3:8])=[O:17], predict the reactants needed to synthesize it. The reactants are: N1C=CC=CC=1.Cl.[CH3:8][NH:9][O:10][CH3:11].[Cl:12][CH2:13][CH2:14][CH2:15][C:16](Cl)=[O:17]. (5) Given the product [Br:1][C:2]1[S:3][C:4]2[CH:10]=[C:9]([CH2:11][OH:12])[CH:8]=[CH:7][C:5]=2[N:6]=1, predict the reactants needed to synthesize it. The reactants are: [Br:1][C:2]1[S:3][C:4]2[CH:10]=[C:9]([C:11](OCC)=[O:12])[CH:8]=[CH:7][C:5]=2[N:6]=1.CC(C[AlH]CC(C)C)C. (6) Given the product [C:21]1([C@H:20]([NH:27][CH2:7][C:6]2[CH:9]=[CH:10][C:3]([O:2][CH3:1])=[C:4]([C:11]3[CH:12]=[N:13][CH:14]=[C:15]([O:17][CH3:18])[CH:16]=3)[CH:5]=2)[CH3:19])[CH:26]=[CH:25][CH:24]=[CH:23][CH:22]=1, predict the reactants needed to synthesize it. The reactants are: [CH3:1][O:2][C:3]1[CH:10]=[CH:9][C:6]([CH:7]=O)=[CH:5][C:4]=1[C:11]1[CH:12]=[N:13][CH:14]=[C:15]([O:17][CH3:18])[CH:16]=1.[CH3:19][C@@H:20]([NH2:27])[C:21]1[CH:26]=[CH:25][CH:24]=[CH:23][CH:22]=1. (7) Given the product [BrH:13].[BrH:13].[CH3:15][NH:18][CH:19]1[CH2:28][CH2:27][C:22]2[N:23]=[C:24]([NH2:26])[S:25][C:21]=2[CH2:20]1, predict the reactants needed to synthesize it. The reactants are: O1C2(CCC(NC)CC2)OCC1.[BrH:13].Br.[CH2:15]([NH:18][CH:19]1[CH2:28][CH2:27][C:22]2[N:23]=[C:24]([NH2:26])[S:25][C:21]=2[CH2:20]1)CC. (8) Given the product [ClH:27].[ClH:27].[CH2:25]([O:24][C:22](=[O:23])[CH2:21][C:20]1[C:19]([Cl:27])=[N:18][C:17]([Cl:28])=[N:16][C:15]=1[NH:14][CH:11]1[CH2:10][CH2:9][NH:8][CH2:13][CH2:12]1)[CH3:26], predict the reactants needed to synthesize it. The reactants are: C(OC([N:8]1[CH2:13][CH2:12][CH:11]([NH:14][C:15]2[C:20]([CH2:21][C:22]([O:24][CH2:25][CH3:26])=[O:23])=[C:19]([Cl:27])[N:18]=[C:17]([Cl:28])[N:16]=2)[CH2:10][CH2:9]1)=O)(C)(C)C. (9) Given the product [CH:1]1([NH:7][C:35]([C:20]2([CH3:19])[CH2:25][CH2:24][CH2:23][N:22]([S:26]([C:29]3[CH:34]=[CH:33][CH:32]=[CH:31][CH:30]=3)(=[O:27])=[O:28])[CH2:21]2)=[O:36])[CH2:6][CH2:5][CH2:4][CH2:3][CH2:2]1, predict the reactants needed to synthesize it. The reactants are: [CH:1]1([NH2:7])[CH2:6][CH2:5][CH2:4][CH2:3][CH2:2]1.C[Al](C)C.C1(C)C=CC=CC=1.[CH3:19][C:20]1([C:35](OCC)=[O:36])[CH2:25][CH2:24][CH2:23][N:22]([S:26]([C:29]2[CH:34]=[CH:33][CH:32]=[CH:31][CH:30]=2)(=[O:28])=[O:27])[CH2:21]1.